Dataset: Full USPTO retrosynthesis dataset with 1.9M reactions from patents (1976-2016). Task: Predict the reactants needed to synthesize the given product. (1) Given the product [F:2][C:3]([C:6]1[S:10][C:9]2=[N:11][C:12]([C:14]([NH:17][C:18]3[C:23]([N+:24]([O-:26])=[O:25])=[CH:22][CH:21]=[CH:20][C:19]=3[OH:27])=[O:15])=[CH:13][N:8]2[N:7]=1)([F:5])[CH3:4], predict the reactants needed to synthesize it. The reactants are: Br.[F:2][C:3]([C:6]1[S:10][C:9]2=[N:11][C:12]([C:14](Cl)=[O:15])=[CH:13][N:8]2[N:7]=1)([F:5])[CH3:4].[NH2:17][C:18]1[C:23]([N+:24]([O-:26])=[O:25])=[CH:22][CH:21]=[CH:20][C:19]=1[OH:27].CCN(C(C)C)C(C)C.CCOC(C)=O.C(Cl)Cl. (2) Given the product [Br:1][C:2]1[N:3]=[CH:4][C:5]([NH2:13])=[C:6]([NH:8][C@H:9]([CH2:11][CH3:12])[CH3:10])[CH:7]=1, predict the reactants needed to synthesize it. The reactants are: [Br:1][C:2]1[CH:7]=[C:6]([NH:8][C@H:9]([CH2:11][CH3:12])[CH3:10])[C:5]([N+:13]([O-])=O)=[CH:4][N:3]=1.C(O)(=O)C. (3) Given the product [Cl:15][C:16]1[CH:23]=[CH:22][CH:21]=[CH:20][C:17]=1[CH2:18][N:3]1[C:2]([CH3:1])=[C:7]([CH:8]([CH3:9])[CH3:10])[C:6]([OH:11])=[C:25]([C:26]([NH:35][CH2:36][C:37]([OH:39])=[O:38])=[O:27])[C:4]1=[O:12], predict the reactants needed to synthesize it. The reactants are: [CH3:1][C:2]1[NH:3][C:4](=[O:12])O[C:6](=[O:11])[C:7]=1[CH:8]([CH3:10])[CH3:9].[H-].[Na+].[Cl:15][C:16]1[CH:23]=[CH:22][CH:21]=[CH:20][C:17]=1[CH2:18]Br.C(OCC)(=O)[CH2:25][C:26](OCC)=[O:27].[NH2:35][CH2:36][C:37]([O-:39])=[O:38].[Na+].Cl.